Dataset: NCI-60 drug combinations with 297,098 pairs across 59 cell lines. Task: Regression. Given two drug SMILES strings and cell line genomic features, predict the synergy score measuring deviation from expected non-interaction effect. (1) Drug 1: CC(CN1CC(=O)NC(=O)C1)N2CC(=O)NC(=O)C2. Drug 2: CC1C(C(=O)NC(C(=O)N2CCCC2C(=O)N(CC(=O)N(C(C(=O)O1)C(C)C)C)C)C(C)C)NC(=O)C3=C4C(=C(C=C3)C)OC5=C(C(=O)C(=C(C5=N4)C(=O)NC6C(OC(=O)C(N(C(=O)CN(C(=O)C7CCCN7C(=O)C(NC6=O)C(C)C)C)C)C(C)C)C)N)C. Cell line: COLO 205. Synergy scores: CSS=63.1, Synergy_ZIP=10.2, Synergy_Bliss=12.4, Synergy_Loewe=12.2, Synergy_HSA=12.2. (2) Drug 1: CC1=C2C(C(=O)C3(C(CC4C(C3C(C(C2(C)C)(CC1OC(=O)C(C(C5=CC=CC=C5)NC(=O)OC(C)(C)C)O)O)OC(=O)C6=CC=CC=C6)(CO4)OC(=O)C)OC)C)OC. Drug 2: CC1C(C(CC(O1)OC2CC(CC3=C2C(=C4C(=C3O)C(=O)C5=C(C4=O)C(=CC=C5)OC)O)(C(=O)CO)O)N)O.Cl. Cell line: TK-10. Synergy scores: CSS=36.2, Synergy_ZIP=-2.36, Synergy_Bliss=-3.33, Synergy_Loewe=2.96, Synergy_HSA=3.91.